Dataset: Forward reaction prediction with 1.9M reactions from USPTO patents (1976-2016). Task: Predict the product of the given reaction. (1) Given the reactants [C:1]([C:4]1[CH:33]=[CH:32][C:7]([O:8][CH2:9][C:10]2[CH:15]=[CH:14][C:13]([CH:16]([O:25][CH:26]3[CH2:31][CH2:30][CH2:29][CH2:28][O:27]3)[C:17]3[CH:18]=[C:19]([CH:22]=[CH:23][CH:24]=3)[C:20]#N)=[CH:12][CH:11]=2)=[C:6]([CH3:34])[C:5]=1[OH:35])(=[O:3])[CH3:2].[OH-:36].[K+].Cl.[OH2:39], predict the reaction product. The product is: [C:1]([C:4]1[CH:33]=[CH:32][C:7]([O:8][CH2:9][C:10]2[CH:15]=[CH:14][C:13]([CH:16]([O:25][CH:26]3[CH2:31][CH2:30][CH2:29][CH2:28][O:27]3)[C:17]3[CH:18]=[C:19]([CH:22]=[CH:23][CH:24]=3)[C:20]([OH:39])=[O:36])=[CH:12][CH:11]=2)=[C:6]([CH3:34])[C:5]=1[OH:35])(=[O:3])[CH3:2]. (2) Given the reactants [Cl:1][C:2]1[CH:3]=[CH:4][C:5]([C:28]([F:31])([F:30])[F:29])=[C:6]([CH:27]=1)[CH2:7][N:8]1[CH2:13][CH2:12][NH:11][C:10]2[N:14]=[CH:15][C:16]([C:18]3[CH:19]=[C:20]([CH:24]=[CH:25][CH:26]=3)[C:21]([OH:23])=O)=[CH:17][C:9]1=2.[S:32]([C:36]1[CH:43]=[CH:42][C:39]([CH2:40][NH2:41])=[CH:38][CH:37]=1)(=[O:35])(=[O:34])[NH2:33], predict the reaction product. The product is: [Cl:1][C:2]1[CH:3]=[CH:4][C:5]([C:28]([F:31])([F:29])[F:30])=[C:6]([CH:27]=1)[CH2:7][N:8]1[CH2:13][CH2:12][NH:11][C:10]2[N:14]=[CH:15][C:16]([C:18]3[CH:19]=[C:20]([CH:24]=[CH:25][CH:26]=3)[C:21]([NH:41][CH2:40][C:39]3[CH:38]=[CH:37][C:36]([S:32](=[O:35])(=[O:34])[NH2:33])=[CH:43][CH:42]=3)=[O:23])=[CH:17][C:9]1=2.